Dataset: Full USPTO retrosynthesis dataset with 1.9M reactions from patents (1976-2016). Task: Predict the reactants needed to synthesize the given product. (1) Given the product [Cl:3][C:4]1[CH:5]=[CH:6][C:7]([C:8]([N:10]([C@@H:12]([CH2:21][CH2:22][CH3:23])[CH2:13][N:14]2[CH2:19][CH2:18][CH:17]([O:20][CH3:26])[CH2:16][CH2:15]2)[CH3:11])=[O:9])=[CH:24][CH:25]=1, predict the reactants needed to synthesize it. The reactants are: [H-].[Na+].[Cl:3][C:4]1[CH:25]=[CH:24][C:7]([C:8]([N:10]([C@@H:12]([CH2:21][CH2:22][CH3:23])[CH2:13][N:14]2[CH2:19][CH2:18][CH:17]([OH:20])[CH2:16][CH2:15]2)[CH3:11])=[O:9])=[CH:6][CH:5]=1.[CH3:26]I. (2) Given the product [F:30][C:31]([F:36])([F:35])[C:32]([OH:34])=[O:33].[Cl:1][C:2]1[CH:29]=[CH:28][CH:27]=[CH:26][C:3]=1[CH2:4][N:5]1[C:13]2[C:8](=[N:9][CH:10]=[CH:11][C:12]=2[N:14]2[CH2:19][CH2:18][CH2:17][C@@H:16]([NH2:20])[CH2:15]2)[N:7]([CH3:24])[C:6]1=[O:25], predict the reactants needed to synthesize it. The reactants are: [Cl:1][C:2]1[CH:29]=[CH:28][CH:27]=[CH:26][C:3]=1[CH2:4][N:5]1[C:13]2[C:8](=[N:9][CH:10]=[CH:11][C:12]=2[N:14]2[CH2:19][CH2:18][CH2:17][C@@H:16]([NH:20]C(=O)O)[CH2:15]2)[N:7]([CH3:24])[C:6]1=[O:25].[F:30][C:31]([F:36])([F:35])[C:32]([OH:34])=[O:33]. (3) Given the product [NH2:1][CH2:2][CH2:3][N:4]([CH3:8])[CH2:5][CH2:6][NH:7][S:18]([C:13]1[CH:14]=[CH:15][CH:16]=[CH:17][C:12]=1[N+:9]([O-:11])=[O:10])(=[O:19])=[O:20], predict the reactants needed to synthesize it. The reactants are: [NH2:1][CH2:2][CH2:3][N:4]([CH3:8])[CH2:5][CH2:6][NH2:7].[N+:9]([C:12]1[CH:17]=[CH:16][CH:15]=[CH:14][C:13]=1[S:18](Cl)(=[O:20])=[O:19])([O-:11])=[O:10]. (4) Given the product [CH:1]1([N:6]2[C:14]([C:15]3[CH:20]=[CH:19][C:18]([OH:21])=[CH:17][C:16]=3[OH:23])=[C:13]3[C:8]([C:9]([F:25])=[CH:10][CH:11]=[CH:12]3)=[N:7]2)[CH2:2][CH2:3][CH2:4][CH2:5]1, predict the reactants needed to synthesize it. The reactants are: [CH:1]1([N:6]2[C:14]([C:15]3[CH:20]=[CH:19][C:18]([O:21]C)=[CH:17][C:16]=3[O:23]C)=[C:13]3[C:8]([C:9]([F:25])=[CH:10][CH:11]=[CH:12]3)=[N:7]2)[CH2:5][CH2:4][CH2:3][CH2:2]1.B(Br)(Br)Br.C1CCCCC=1.